Dataset: Peptide-MHC class I binding affinity with 185,985 pairs from IEDB/IMGT. Task: Regression. Given a peptide amino acid sequence and an MHC pseudo amino acid sequence, predict their binding affinity value. This is MHC class I binding data. (1) The binding affinity (normalized) is 0.808. The MHC is HLA-B40:01 with pseudo-sequence HLA-B40:01. The peptide sequence is VEMQLAVVI. (2) The peptide sequence is TLKGTSYKM. The binding affinity (normalized) is 0.0847. The MHC is HLA-B08:02 with pseudo-sequence HLA-B08:02. (3) The peptide sequence is MLNRVQILMK. The MHC is HLA-A33:01 with pseudo-sequence HLA-A33:01. The binding affinity (normalized) is 0.267. (4) The binding affinity (normalized) is 0.0697. The MHC is HLA-B44:03 with pseudo-sequence HLA-B44:03. The peptide sequence is GDEALSGFL.